This data is from Reaction yield outcomes from USPTO patents with 853,638 reactions. The task is: Predict the reaction yield, written as a fraction of the theoretical maximum amount of product (1.0 means a 100% yield; for example, 0.34 means a 34% yield). (1) The reactants are [Br:1][C:2]1[CH:8]=[CH:7][C:5]([NH2:6])=[C:4]([F:9])[CH:3]=1.[N:10]([C:13]1[CH:18]=[CH:17][CH:16]=[C:15]([C:19]([F:22])([F:21])[F:20])[CH:14]=1)=[C:11]=[O:12]. The catalyst is C1COCC1. The product is [Br:1][C:2]1[CH:8]=[CH:7][C:5]([NH:6][C:11]([NH:10][C:13]2[CH:18]=[CH:17][CH:16]=[C:15]([C:19]([F:20])([F:21])[F:22])[CH:14]=2)=[O:12])=[C:4]([F:9])[CH:3]=1. The yield is 0.600. (2) The reactants are [Cl:1][C:2]1[CH:7]=[C:6]([O:8][C:9]2[C:18]3[C:13](=[CH:14][C:15]([OH:21])=[C:16]([O:19][CH3:20])[CH:17]=3)[N:12]=[CH:11][N:10]=2)[CH:5]=[CH:4][C:3]=1[NH:22][C:23]([NH:25][CH2:26][CH2:27][CH3:28])=[O:24].C(=O)([O-])[O-].[K+].[K+].[Br:35][CH2:36][CH2:37][CH2:38]Br. The catalyst is CN(C)C=O. The product is [Br:35][CH2:36][CH2:37][CH2:38][O:21][C:15]1[CH:14]=[C:13]2[C:18]([C:9]([O:8][C:6]3[CH:5]=[CH:4][C:3]([NH:22][C:23]([NH:25][CH2:26][CH2:27][CH3:28])=[O:24])=[C:2]([Cl:1])[CH:7]=3)=[N:10][CH:11]=[N:12]2)=[CH:17][C:16]=1[O:19][CH3:20]. The yield is 0.710. (3) The reactants are Cl[C:2]1[C:7]([C:8]2[CH:13]=[CH:12][CH:11]=[C:10]([O:14][CH3:15])[CH:9]=2)=[CH:6][N:5]=[C:4]2[N:16]([S:19]([C:22]3[CH:27]=[CH:26][CH:25]=[CH:24][CH:23]=3)(=[O:21])=[O:20])[CH:17]=[CH:18][C:3]=12.[N:28]1([C:34]([O:36][C:37]([CH3:40])([CH3:39])[CH3:38])=[O:35])[CH2:33][CH2:32][NH:31][CH2:30][CH2:29]1.CC1(C)C2C(=C(P(C3C=CC=CC=3)C3C=CC=CC=3)C=CC=2)OC2C(P(C3C=CC=CC=3)C3C=CC=CC=3)=CC=CC1=2.C([O-])([O-])=O.[Cs+].[Cs+]. The catalyst is C1(C)C=CC=CC=1.CC([O-])=O.CC([O-])=O.[Pd+2]. The product is [CH3:15][O:14][C:10]1[CH:9]=[C:8]([C:7]2[C:2]([N:31]3[CH2:30][CH2:29][N:28]([C:34]([O:36][C:37]([CH3:40])([CH3:39])[CH3:38])=[O:35])[CH2:33][CH2:32]3)=[C:3]3[CH:18]=[CH:17][N:16]([S:19]([C:22]4[CH:27]=[CH:26][CH:25]=[CH:24][CH:23]=4)(=[O:21])=[O:20])[C:4]3=[N:5][CH:6]=2)[CH:13]=[CH:12][CH:11]=1. The yield is 0.290. (4) The reactants are [CH2:1]([N:4]([CH2:6][CH2:7][CH2:8][CH2:9][CH2:10][C:11]1[CH:12]=[C:13]2[C:17](=[CH:18][CH:19]=1)[NH:16][CH2:15][CH2:14]2)[CH3:5])[CH:2]=[CH2:3].C(Cl)Cl.Cl[C:24]([O:26][C:27]1[CH:32]=[CH:31][C:30]([Cl:33])=[CH:29][CH:28]=1)=[O:25]. No catalyst specified. The product is [Cl:33][C:30]1[CH:31]=[CH:32][C:27]([O:26][C:24]([N:16]2[C:17]3[C:13](=[CH:12][C:11]([CH2:10][CH2:9][CH2:8][CH2:7][CH2:6][N:4]([CH2:1][CH:2]=[CH2:3])[CH3:5])=[CH:19][CH:18]=3)[CH2:14][CH2:15]2)=[O:25])=[CH:28][CH:29]=1. The yield is 0.770.